Dataset: Full USPTO retrosynthesis dataset with 1.9M reactions from patents (1976-2016). Task: Predict the reactants needed to synthesize the given product. (1) Given the product [CH3:5][C:6]1[N:14]=[C:13]([CH3:15])[C:12]([N+:1]([O-:4])=[O:2])=[C:11]([OH:16])[C:7]=1[C:8]([OH:10])=[O:9], predict the reactants needed to synthesize it. The reactants are: [N+:1]([O-:4])(O)=[O:2].[CH3:5][C:6]1[N:14]=[C:13]([CH3:15])[CH:12]=[C:11]([OH:16])[C:7]=1[C:8]([OH:10])=[O:9]. (2) Given the product [Cl:1][C:2]1[C:10]([Cl:11])=[CH:9][CH:8]=[CH:7][C:3]=1[C:4]([NH:29][CH2:28][C:16]1([C:19]2[CH:20]=[N:21][C:22]([CH:25]3[CH2:26][CH2:27]3)=[CH:23][CH:24]=2)[CH2:17][CH2:18][C:13]([F:12])([F:30])[CH2:14][CH2:15]1)=[O:6], predict the reactants needed to synthesize it. The reactants are: [Cl:1][C:2]1[C:10]([Cl:11])=[CH:9][CH:8]=[CH:7][C:3]=1[C:4]([OH:6])=O.[F:12][C:13]1([F:30])[CH2:18][CH2:17][C:16]([CH2:28][NH2:29])([C:19]2[CH:20]=[N:21][C:22]([CH:25]3[CH2:27][CH2:26]3)=[CH:23][CH:24]=2)[CH2:15][CH2:14]1. (3) Given the product [CH2:1]([NH:3][C:4]1[CH:9]=[C:8]([O:10][CH3:11])[CH:7]=[CH:6][C:5]=1[CH:12]1[CH2:21][CH2:20][C:19]2[CH:18]=[C:17]([O:22][C:27](=[O:28])[C:26]([CH3:36])([CH3:35])[CH3:25])[CH:16]=[CH:15][C:14]=2[CH2:13]1)[CH3:2], predict the reactants needed to synthesize it. The reactants are: [CH2:1]([NH:3][C:4]1[CH:9]=[C:8]([O:10][CH3:11])[CH:7]=[CH:6][C:5]=1[CH:12]1[CH2:21][CH2:20][C:19]2[CH:18]=[C:17]([OH:22])[CH:16]=[CH:15][C:14]=2[CH2:13]1)[CH3:2].[H-].[Na+].[CH3:25][C:26]([CH3:36])([CH3:35])[C:27](N1CCSC1=S)=[O:28].[Cl-].[NH4+]. (4) Given the product [F:7][C:8]([F:14])([F:13])[S:9]([O:12][C:18]1[CH:17]=[C:16]([CH3:15])[N:21]=[C:20]2[N:22]([C:25]3[CH:30]=[CH:29][C:28]([O:31][C:32]([F:34])([F:33])[F:35])=[CH:27][C:26]=3[CH3:36])[CH2:23][CH2:24][C:19]=12)(=[O:11])=[O:10], predict the reactants needed to synthesize it. The reactants are: N1C=CC=CC=1.[F:7][C:8]([F:14])([F:13])[S:9]([OH:12])(=[O:11])=[O:10].[CH3:15][C:16]1[NH:21][C:20]2[N:22]([C:25]3[CH:30]=[CH:29][C:28]([O:31][C:32]([F:35])([F:34])[F:33])=[CH:27][C:26]=3[CH3:36])[CH2:23][CH2:24][C:19]=2[C:18](=O)[CH:17]=1.FC(F)(F)S(OS(C(F)(F)F)(=O)=O)(=O)=O.C([O-])(O)=O.[Na+]. (5) Given the product [Cl:34][C:29]1[CH:28]=[C:27]([N:11]2[C:10](=[O:25])[C:9]([CH2:8][C:5]3[CH:6]=[CH:7][C:2]([F:1])=[CH:3][CH:4]=3)=[C:14]([C:15]3[CH:20]=[CH:19][C:18]([S:21]([CH3:24])(=[O:23])=[O:22])=[CH:17][CH:16]=3)[CH:13]=[N:12]2)[CH:32]=[CH:31][C:30]=1[F:33], predict the reactants needed to synthesize it. The reactants are: [F:1][C:2]1[CH:7]=[CH:6][C:5]([CH2:8][C:9]2[C:10](=[O:25])[NH:11][N:12]=[CH:13][C:14]=2[C:15]2[CH:20]=[CH:19][C:18]([S:21]([CH3:24])(=[O:23])=[O:22])=[CH:17][CH:16]=2)=[CH:4][CH:3]=1.Br[C:27]1[CH:32]=[CH:31][C:30]([F:33])=[C:29]([Cl:34])[CH:28]=1.N. (6) Given the product [F:19][C:3]1[C:2]([C:21]#[C:20][C:22]2([OH:27])[CH2:26][CH2:25][O:24][CH2:23]2)=[CH:18][C:6]2[C:7]3[N:8]([CH:12]=[C:13]([C:15]([NH2:17])=[O:16])[N:14]=3)[CH2:9][CH2:10][O:11][C:5]=2[CH:4]=1, predict the reactants needed to synthesize it. The reactants are: Br[C:2]1[C:3]([F:19])=[CH:4][C:5]2[O:11][CH2:10][CH2:9][N:8]3[CH:12]=[C:13]([C:15]([NH2:17])=[O:16])[N:14]=[C:7]3[C:6]=2[CH:18]=1.[C:20]([C:22]1([OH:27])[CH2:26][CH2:25][O:24][CH2:23]1)#[CH:21]. (7) Given the product [Cl:12][C:9]1[CH:8]=[C:5]([CH:6]=[O:7])[C:4]([O:10][CH3:11])=[CH:3][C:2]=1[C:20]([O:22][C:23]1[CH:28]=[CH:27][CH:26]=[CH:25][CH:24]=1)=[O:21], predict the reactants needed to synthesize it. The reactants are: Br[C:2]1[CH:9]=[CH:8][C:5]([CH:6]=[O:7])=[C:4]([O:10][CH3:11])[CH:3]=1.[Cl:12]N1C(=O)CCC1=O.[CH:20]([O:22][C:23]1[CH:28]=[CH:27][CH:26]=[CH:25][CH:24]=1)=[O:21].C1(P(C2C=CC=CC=2)C2C3OC4C(=CC=CC=4P(C4C=CC=CC=4)C4C=CC=CC=4)C(C)(C)C=3C=CC=2)C=CC=CC=1.C(N(CC)CC)C.